Dataset: Catalyst prediction with 721,799 reactions and 888 catalyst types from USPTO. Task: Predict which catalyst facilitates the given reaction. (1) Reactant: C(=O)([O-])[O-].[K+].[K+].[OH:7][C:8]1[CH:12]=[C:11]([CH3:13])[NH:10][N:9]=1.[CH2:14]([N:17]=[C:18]=[O:19])[CH:15]=[CH2:16].Cl. Product: [CH2:14]([NH:17][C:18]([N:10]1[C:11]([CH3:13])=[CH:12][C:8]([OH:7])=[N:9]1)=[O:19])[CH:15]=[CH2:16]. The catalyst class is: 3. (2) Reactant: [Br:1][C:2]1[CH:3]=[C:4]([Cl:31])[C:5](=[O:30])[N:6]([CH2:18][CH2:19][C:20]2[CH:29]=[CH:28][C:23]([C:24]([O:26]C)=[O:25])=[CH:22][CH:21]=2)[C:7]=1[CH2:8][N:9]1[CH2:13][CH2:12][CH2:11][C@@H:10]1[CH2:14][CH:15]([CH3:17])[CH3:16].Cl.[OH-].[Na+].O. Product: [Br:1][C:2]1[CH:3]=[C:4]([Cl:31])[C:5](=[O:30])[N:6]([CH2:18][CH2:19][C:20]2[CH:21]=[CH:22][C:23]([C:24]([OH:26])=[O:25])=[CH:28][CH:29]=2)[C:7]=1[CH2:8][N:9]1[CH2:13][CH2:12][CH2:11][C@@H:10]1[CH2:14][CH:15]([CH3:16])[CH3:17]. The catalyst class is: 12. (3) The catalyst class is: 1. Product: [CH3:22][C@H:20]1[O:21][C@@H:16]([CH3:15])[CH2:17][N:18]([C:11]([C:9]2[O:10][C:6]3[CH:5]=[CH:4][C:3]([O:2][CH3:1])=[CH:14][C:7]=3[CH:8]=2)=[O:13])[CH2:19]1. Reactant: [CH3:1][O:2][C:3]1[CH:4]=[CH:5][C:6]2[O:10][C:9]([C:11]([OH:13])=O)=[CH:8][C:7]=2[CH:14]=1.[CH3:15][C@H:16]1[O:21][C@@H:20]([CH3:22])[CH2:19][NH:18][CH2:17]1.F[P-](F)(F)(F)(F)F.N1(O[P+](N(C)C)(N(C)C)N(C)C)C2C=CC=CC=2N=N1.C(N(C(C)C)C(C)C)C.